This data is from Full USPTO retrosynthesis dataset with 1.9M reactions from patents (1976-2016). The task is: Predict the reactants needed to synthesize the given product. (1) Given the product [CH:1]([C:3]1[CH:11]=[CH:10][C:6]([C:7]([O:9][C:12]([CH3:15])([CH3:14])[CH3:13])=[O:8])=[CH:5][CH:4]=1)=[CH2:2], predict the reactants needed to synthesize it. The reactants are: [CH:1]([C:3]1[CH:11]=[CH:10][C:6]([C:7]([OH:9])=[O:8])=[CH:5][CH:4]=1)=[CH2:2].[C:12](C1C=C(O)C(=CC=1)O)([CH3:15])([CH3:14])[CH3:13].C1CCN2C(=NCCC2)CC1.C(=O)([O-])[O-].[K+].[K+]. (2) Given the product [CH3:1][O:2][C:3]1[CH:8]=[CH:7][C:6]([O:9][C:11]2[C:12]([CH3:21])=[CH:13][C:14]([N+:18]([O-:20])=[O:19])=[CH:15][C:16]=2[CH3:17])=[CH:5][CH:4]=1, predict the reactants needed to synthesize it. The reactants are: [CH3:1][O:2][C:3]1[CH:8]=[CH:7][C:6]([OH:9])=[CH:5][CH:4]=1.Cl[C:11]1[C:16]([CH3:17])=[CH:15][C:14]([N+:18]([O-:20])=[O:19])=[CH:13][C:12]=1[CH3:21].C(=O)([O-])[O-].[K+].[K+]. (3) Given the product [CH3:23][N:22]([CH3:24])[C@H:19]1[CH2:20][CH2:21][C@H:16]([N:13]([CH2:14][CH3:15])[C:4]2[C:5]([CH3:12])=[C:6]([CH:11]=[C:2]([C:31]3[CH:32]=[N:33][C:28]([CH2:27][O:26][CH3:25])=[CH:29][CH:30]=3)[CH:3]=2)[C:7]([O:9][CH3:10])=[O:8])[CH2:17][CH2:18]1, predict the reactants needed to synthesize it. The reactants are: Br[C:2]1[CH:3]=[C:4]([N:13]([C@H:16]2[CH2:21][CH2:20][C@H:19]([N:22]([CH3:24])[CH3:23])[CH2:18][CH2:17]2)[CH2:14][CH3:15])[C:5]([CH3:12])=[C:6]([CH:11]=1)[C:7]([O:9][CH3:10])=[O:8].[CH3:25][O:26][CH2:27][C:28]1[N:33]=[CH:32][C:31](B(O)O)=[CH:30][CH:29]=1.C([O-])([O-])=O.[Na+].[Na+]. (4) Given the product [N:1]1[C:6]2[CH:7]=[CH:8][CH:9]=[CH:10][C:5]=2[N:4]=[C:3]([NH2:11])[N:2]=1, predict the reactants needed to synthesize it. The reactants are: [N+:1]1([O-])[C:6]2[CH:7]=[CH:8][CH:9]=[CH:10][C:5]=2[N:4]=[C:3]([NH2:11])[N:2]=1.[O-]S(S([O-])=O)=O.[Na+].[Na+]. (5) Given the product [NH:8]1[C:17]2[C:12](=[CH:13][C:14]([O:18][C:19](=[O:28])[NH:20][C:21]3[CH:26]=[CH:25][C:24]([Br:27])=[CH:23][CH:22]=3)=[CH:15][CH:16]=2)[CH2:11][CH2:10][CH2:9]1, predict the reactants needed to synthesize it. The reactants are: C([N:8]1[C:17]2[C:12](=[CH:13][C:14]([O:18][C:19](=[O:28])[NH:20][C:21]3[CH:26]=[CH:25][C:24]([Br:27])=[CH:23][CH:22]=3)=[CH:15][CH:16]=2)[CH2:11][CH2:10][CH2:9]1)C1C=CC=CC=1.[H][H]. (6) Given the product [C:3]1([C:2]2[O:16][C:15]([CH:17]3[CH2:22][CH2:21][N:20]([C:23]([O:25][C:26]([CH3:29])([CH3:28])[CH3:27])=[O:24])[CH2:19][CH2:18]3)=[N:13][N:14]=2)[CH:8]=[CH:7][CH:6]=[CH:5][CH:4]=1, predict the reactants needed to synthesize it. The reactants are: Cl.[C:2](=N)(OCC)[C:3]1[CH:8]=[CH:7][CH:6]=[CH:5][CH:4]=1.[NH:13]([C:15]([CH:17]1[CH2:22][CH2:21][N:20]([C:23]([O:25][C:26]([CH3:29])([CH3:28])[CH3:27])=[O:24])[CH2:19][CH2:18]1)=[O:16])[NH2:14]. (7) Given the product [CH3:36][N:3]([CH3:2])[C@@H:4]1[CH2:8][CH2:7][N:6]([C:9]2[CH:10]=[C:11]([O:34][CH3:35])[C:12]([NH:18][C:19]3[N:24]=[C:23]([C:25]4[C:33]5[C:28](=[CH:29][CH:30]=[CH:31][CH:32]=5)[NH:27][CH:26]=4)[CH:22]=[CH:21][N:20]=3)=[CH:13][C:14]=2[NH2:15])[CH2:5]1, predict the reactants needed to synthesize it. The reactants are: O.[CH3:2][N:3]([CH3:36])[C@@H:4]1[CH2:8][CH2:7][N:6]([C:9]2[C:14]([N+:15]([O-])=O)=[CH:13][C:12]([NH:18][C:19]3[N:24]=[C:23]([C:25]4[C:33]5[C:28](=[CH:29][CH:30]=[CH:31][CH:32]=5)[NH:27][CH:26]=4)[CH:22]=[CH:21][N:20]=3)=[C:11]([O:34][CH3:35])[CH:10]=2)[CH2:5]1.[NH4+].[Cl-]. (8) The reactants are: C[O:2][C:3]1[CH:17]=[CH:16][C:6]([C:7]([NH:9][C:10]2[CH:15]=[CH:14][N:13]=[CH:12][CH:11]=2)=O)=[CH:5][CH:4]=1.P(Cl)(Cl)(Cl)(Cl)Cl.[CH:24]([NH:26][NH2:27])=O. Given the product [N:13]1[CH:14]=[CH:15][C:10]([N:9]2[CH:24]=[N:26][N:27]=[C:7]2[C:6]2[CH:16]=[CH:17][C:3]([OH:2])=[CH:4][CH:5]=2)=[CH:11][CH:12]=1, predict the reactants needed to synthesize it. (9) Given the product [Cl:1][C:2]1[CH:7]=[CH:6][C:5]([S:8]([C:11]([C:16]2[CH:21]=[C:20]([F:22])[CH:19]=[CH:18][C:17]=2[F:23])([CH3:15])[CH2:12][CH2:13][OH:25])(=[O:10])=[O:9])=[CH:4][CH:3]=1, predict the reactants needed to synthesize it. The reactants are: [Cl:1][C:2]1[CH:7]=[CH:6][C:5]([S:8]([C:11]([C:16]2[CH:21]=[C:20]([F:22])[CH:19]=[CH:18][C:17]=2[F:23])([CH3:15])[CH2:12][CH:13]=C)(=[O:10])=[O:9])=[CH:4][CH:3]=1.I([O-])(=O)(=O)=[O:25].[Na+].[BH4-].[Na+].